From a dataset of Full USPTO retrosynthesis dataset with 1.9M reactions from patents (1976-2016). Predict the reactants needed to synthesize the given product. The reactants are: [Cl:1][C:2]1[CH:3]=[C:4]([CH:21]=[C:22]([NH:24][CH2:25][CH:26]2[CH2:30][CH2:29][CH2:28][CH2:27]2)[CH:23]=1)[CH2:5][O:6][C:7]1[CH:12]=[CH:11][CH:10]=[CH:9][C:8]=1[CH2:13][C:14]([O:16][C:17]([CH3:20])([CH3:19])[CH3:18])=[O:15].[CH2:31]=O. Given the product [Cl:1][C:2]1[CH:3]=[C:4]([CH:21]=[C:22]([N:24]([CH2:25][CH:26]2[CH2:30][CH2:29][CH2:28][CH2:27]2)[CH3:31])[CH:23]=1)[CH2:5][O:6][C:7]1[CH:12]=[CH:11][CH:10]=[CH:9][C:8]=1[CH2:13][C:14]([O:16][C:17]([CH3:20])([CH3:19])[CH3:18])=[O:15], predict the reactants needed to synthesize it.